The task is: Predict the reaction yield, written as a fraction of the theoretical maximum amount of product (1.0 means a 100% yield; for example, 0.34 means a 34% yield).. This data is from Reaction yield outcomes from USPTO patents with 853,638 reactions. (1) The reactants are [CH:1]1([N:6]2[CH2:10][CH:9]([C:11]([OH:13])=O)[N:8]([CH3:14])[C:7]2=[O:15])[CH2:5][CH2:4][CH2:3][CH2:2]1.C(N1CCOCC1)C.O.ON1C2C=CC=CC=2N=N1.Cl.C(N=C=NCCCN(C)C)C.[Cl:47][C:48]1[CH:53]=[C:52]([Cl:54])[CH:51]=[CH:50][C:49]=1[CH2:55][NH2:56]. The catalyst is ClCCl. The product is [CH:1]1([N:6]2[CH2:10][CH:9]([C:11]([NH:56][CH2:55][C:49]3[CH:50]=[CH:51][C:52]([Cl:54])=[CH:53][C:48]=3[Cl:47])=[O:13])[N:8]([CH3:14])[C:7]2=[O:15])[CH2:2][CH2:3][CH2:4][CH2:5]1. The yield is 0.620. (2) The reactants are Br[C@H:2]([C@H:5]1[CH2:7][O:6]1)[CH2:3][CH3:4].[CH:8]([NH2:21])([C:15]1[CH:20]=[CH:19][CH:18]=[CH:17][CH:16]=1)[C:9]1[CH:14]=[CH:13][CH:12]=[CH:11][CH:10]=1. No catalyst specified. The product is [C:15]1([CH:8]([C:9]2[CH:10]=[CH:11][CH:12]=[CH:13][CH:14]=2)[N:21]2[CH2:7][C@H:5]([OH:6])[C@@H:2]2[CH2:3][CH3:4])[CH:16]=[CH:17][CH:18]=[CH:19][CH:20]=1. The yield is 0.290. (3) The reactants are [F:1][C:2]([F:24])([C:15]1[CH:20]=[CH:19][CH:18]=[C:17]([N+:21]([O-:23])=[O:22])[CH:16]=1)[CH2:3][O:4][C:5]1[CH:6]=[C:7]([CH2:11][C:12]([CH3:14])=[O:13])[CH:8]=[CH:9][CH:10]=1.[CH2:25](O)[CH2:26][OH:27].S([O-])([O-])(=O)=O.[Mg+2].CCCCCC. The catalyst is C1(C)C=CC=CC=1.O.C1(C)C=CC(S(O)(=O)=O)=CC=1. The product is [F:1][C:2]([F:24])([C:15]1[CH:20]=[CH:19][CH:18]=[C:17]([N+:21]([O-:23])=[O:22])[CH:16]=1)[CH2:3][O:4][C:5]1[CH:6]=[C:7]([CH:8]=[CH:9][CH:10]=1)[CH2:11][C:12]1([CH3:14])[O:27][CH2:26][CH2:25][O:13]1. The yield is 0.800. (4) The reactants are Cl.[NH2:2][CH2:3][CH:4]1[O:8][B:7]([OH:9])[C:6]2[C:10]([O:15][CH2:16][CH3:17])=[CH:11][CH:12]=[C:13]([Cl:14])[C:5]1=2.CCN(CC)CC.[C:25](O[C:25]([O:27][C:28]([CH3:31])([CH3:30])[CH3:29])=[O:26])([O:27][C:28]([CH3:31])([CH3:30])[CH3:29])=[O:26]. The catalyst is C(Cl)Cl. The product is [C:28]([O:27][C:25](=[O:26])[NH:2][CH2:3][CH:4]1[O:8][B:7]([OH:9])[C:6]2[C:10]([O:15][CH2:16][CH3:17])=[CH:11][CH:12]=[C:13]([Cl:14])[C:5]1=2)([CH3:31])([CH3:30])[CH3:29]. The yield is 0.500. (5) The reactants are [OH:1][C:2]([C:37]1[S:38][CH:39]=[CH:40][CH:41]=1)([C:32]1[S:33][CH:34]=[CH:35][CH:36]=1)[C:3]([O:5][C@H:6]1[CH2:11][CH2:10][C@H:9]([N:12]([CH2:14][CH2:15][C:16]([NH:18][C:19]2[CH:24]=[C:23]([O:25][CH3:26])[C:22](/[CH:27]=[CH:28]/[O:29]C)=[CH:21][C:20]=2[Cl:31])=[O:17])[CH3:13])[CH2:8][CH2:7]1)=[O:4].Cl. No catalyst specified. The product is [OH:1][C:2]([C:32]1[S:33][CH:34]=[CH:35][CH:36]=1)([C:37]1[S:38][CH:39]=[CH:40][CH:41]=1)[C:3]([O:5][C@H:6]1[CH2:7][CH2:8][C@H:9]([N:12]([CH2:14][CH2:15][C:16]([NH:18][C:19]2[CH:24]=[C:23]([O:25][CH3:26])[C:22]([CH2:27][CH:28]=[O:29])=[CH:21][C:20]=2[Cl:31])=[O:17])[CH3:13])[CH2:10][CH2:11]1)=[O:4]. The yield is 0.900. (6) The reactants are [CH3:1][C:2]([O-])(C)C.[K+].O=[C:8]1[CH2:12][N:11]([C:13]([O:15][C:16]([CH3:19])([CH3:18])[CH3:17])=[O:14])[C@H:10]([C:20]([O:22][CH3:23])=[O:21])[CH2:9]1. The catalyst is C1COCC1. The product is [CH:1](=[C:8]1[CH2:12][N:11]([C:13]([O:15][C:16]([CH3:19])([CH3:18])[CH3:17])=[O:14])[C@H:10]([C:20]([O:22][CH3:23])=[O:21])[CH2:9]1)[CH3:2]. The yield is 0.350. (7) The reactants are [NH:1]1[C:9]2[C:4](=[CH:5][CH:6]=[CH:7][CH:8]=2)[CH2:3][C:2]1=[O:10].[Li]CCCC.CCCCCC.[CH3:22][O:23][C:24]1[CH:41]=[C:40]([O:42][CH3:43])[CH:39]=[CH:38][C:25]=1[CH2:26][NH:27][C:28]1[CH:29]=[C:30]2[C:34](=[CH:35][CH:36]=1)[C:33](=O)[O:32][CH2:31]2.Cl. The catalyst is C(COC)OC.CO. The product is [CH3:22][O:23][C:24]1[CH:41]=[C:40]([O:42][CH3:43])[CH:39]=[CH:38][C:25]=1[CH2:26][NH:27][C:28]1[CH:29]=[C:30]2[C:34](=[CH:35][CH:36]=1)[C:33](=[C:3]1[C:4]3[C:9](=[CH:8][CH:7]=[CH:6][CH:5]=3)[NH:1][C:2]1=[O:10])[O:32][CH2:31]2. The yield is 0.460.